Dataset: Forward reaction prediction with 1.9M reactions from USPTO patents (1976-2016). Task: Predict the product of the given reaction. (1) Given the reactants Cl[C:2]1[C:7]([CH2:8][CH2:9][C:10]2[CH:15]=[CH:14][CH:13]=[CH:12][CH:11]=2)=[CH:6][N:5]=[C:4]([NH2:16])[N:3]=1.[CH2:17]([NH2:22])[CH2:18][CH2:19][CH2:20][CH3:21], predict the reaction product. The product is: [NH2:16][C:4]1[N:3]=[C:2]([NH:22][CH2:17][CH2:18][CH2:19][CH2:20][CH3:21])[C:7]([CH2:8][CH2:9][C:10]2[CH:15]=[CH:14][CH:13]=[CH:12][CH:11]=2)=[CH:6][N:5]=1. (2) Given the reactants [Cl:1][C:2]1[C:3]([F:11])=[C:4]2[CH:10]=[CH:9][NH:8][C:5]2=[N:6][CH:7]=1.[N+:12]([O-])([OH:14])=[O:13], predict the reaction product. The product is: [Cl:1][C:2]1[C:3]([F:11])=[C:4]2[C:10]([N+:12]([O-:14])=[O:13])=[CH:9][NH:8][C:5]2=[N:6][CH:7]=1.